From a dataset of Full USPTO retrosynthesis dataset with 1.9M reactions from patents (1976-2016). Predict the reactants needed to synthesize the given product. (1) Given the product [N:18]1[CH:19]=[CH:20][CH:21]=[C:16]([CH2:15][N:10]2[C:11]3[C:7](=[CH:6][C:5]([CH2:3][OH:4])=[CH:13][CH:12]=3)[CH:8]=[N:9]2)[CH:17]=1, predict the reactants needed to synthesize it. The reactants are: CO[C:3]([C:5]1[CH:6]=[C:7]2[C:11](=[CH:12][CH:13]=1)[NH:10][N:9]=[CH:8]2)=[O:4].Br[CH2:15][C:16]1[CH:17]=[N:18][CH:19]=[CH:20][CH:21]=1. (2) Given the product [CH2:14]1[C@H:23]2[C@H:18]([CH2:19][CH2:20][C:21]3[CH:27]=[CH:26][CH:25]=[CH:24][C:22]=32)[N:17]([C:11]([C:6]2[CH:5]=[C:4]3[C:9]([CH2:10][C:2](=[O:1])[NH:3]3)=[CH:8][CH:7]=2)=[O:13])[CH2:16][CH2:15]1, predict the reactants needed to synthesize it. The reactants are: [O:1]=[C:2]1[CH2:10][C:9]2[C:4](=[CH:5][C:6]([C:11]([OH:13])=O)=[CH:7][CH:8]=2)[NH:3]1.[CH2:14]1[C@H:23]2[C@H:18]([CH2:19][CH2:20][C:21]3[CH:27]=[CH:26][CH:25]=[CH:24][C:22]=32)[NH:17][CH2:16][CH2:15]1.F[P-](F)(F)(F)(F)F.N1(OC(N(C)C)=[N+](C)C)C2N=CC=CC=2N=N1. (3) Given the product [CH3:16][C:15]1[CH:14]=[C:13]2[C:9]([CH:10]=[N:11][NH:12]2)=[CH:8][C:7]=1[OH:6], predict the reactants needed to synthesize it. The reactants are: [OH-].[Li+].C([O:6][C:7]1[CH:8]=[C:9]2[C:13](=[CH:14][C:15]=1[CH3:16])[N:12](C(=O)C)[N:11]=[CH:10]2)(=O)C.S([O-])(O)(=O)=O.[K+].O.